Dataset: Reaction yield outcomes from USPTO patents with 853,638 reactions. Task: Predict the reaction yield, written as a fraction of the theoretical maximum amount of product (1.0 means a 100% yield; for example, 0.34 means a 34% yield). (1) The product is [CH3:1][C:2]1[C:6]([C:7]2[CH:15]=[C:14]3[C:10]([C:11]4[C:19]([C:20]5[C:29]6[C:24](=[CH:25][CH:26]=[CH:27][CH:28]=6)[C:23]([C:30]([NH:32][CH2:33][CH2:34][C:35]([OH:37])=[O:36])=[O:31])=[CH:22][CH:21]=5)=[N:18][C:17]([CH3:39])=[N:16][C:12]=4[NH:13]3)=[CH:9][C:8]=2[O:40][CH3:41])=[C:5]([CH3:42])[O:4][N:3]=1. The yield is 0.340. The catalyst is C1COCC1.O. The reactants are [CH3:1][C:2]1[C:6]([C:7]2[CH:15]=[C:14]3[C:10]([C:11]4[C:19]([C:20]5[C:29]6[C:24](=[CH:25][CH:26]=[CH:27][CH:28]=6)[C:23]([C:30]([NH:32][CH2:33][CH2:34][C:35]([O:37]C)=[O:36])=[O:31])=[CH:22][CH:21]=5)=[N:18][C:17]([CH3:39])=[N:16][C:12]=4[NH:13]3)=[CH:9][C:8]=2[O:40][CH3:41])=[C:5]([CH3:42])[O:4][N:3]=1.O[Li].O. (2) The reactants are C([O:3][C:4](=O)[NH:5][C:6]1[CH:11]=[CH:10][C:9]([Cl:12])=[CH:8][C:7]=1[C:13]#[N:14])C.[CH3:16][O:17][CH2:18][C:19]([NH:21][NH2:22])=O. No catalyst specified. The product is [Cl:12][C:9]1[CH:10]=[CH:11][C:6]2[NH:5][C:4](=[O:3])[N:22]3[N:21]=[C:19]([CH2:18][O:17][CH3:16])[N:14]=[C:13]3[C:7]=2[CH:8]=1. The yield is 0.880. (3) The reactants are O/[CH:2]=[C:3](\[CH2:8][C:9]1[CH:10]=[N:11][C:12]([O:15][CH3:16])=[N:13][CH:14]=1)/[C:4]([O:6]C)=O.OS(C(F)(F)F)(=O)=O.[C:25](=[NH:48])([O:27][CH2:28][CH2:29][C:30]1[CH:35]=[CH:34][C:33]([O:36][C:37]2[CH:42]=[CH:41][C:40]([Cl:43])=[C:39]([C:44]([F:47])([F:46])[F:45])[CH:38]=2)=[CH:32][CH:31]=1)[NH2:26].C([O-])([O-])=O.[K+].[K+]. The catalyst is CN1C(=O)CCC1. The product is [Cl:43][C:40]1[CH:41]=[CH:42][C:37]([O:36][C:33]2[CH:34]=[CH:35][C:30]([CH2:29][CH2:28][O:27][C:25]3[NH:48][CH:2]=[C:3]([CH2:8][C:9]4[CH:10]=[N:11][C:12]([O:15][CH3:16])=[N:13][CH:14]=4)[C:4](=[O:6])[N:26]=3)=[CH:31][CH:32]=2)=[CH:38][C:39]=1[C:44]([F:45])([F:46])[F:47]. The yield is 0.214. (4) The reactants are [CH2:1]([O:8][C:9]1[CH:14]=[CH:13][NH:12][C:11](=[O:15])[CH:10]=1)[C:2]1[CH:7]=[CH:6][CH:5]=[CH:4][CH:3]=1.[CH2:16]([NH:23][C:24]([C:26]1[O:27][C:28](Br)=[CH:29][C:30]=1[CH3:31])=[O:25])[C:17]1[CH:22]=[CH:21][CH:20]=[CH:19][CH:18]=1. No catalyst specified. The product is [CH2:16]([NH:23][C:24]([C:26]1[O:27][C:28]([N:12]2[CH:13]=[CH:14][C:9]([O:8][CH2:1][C:2]3[CH:3]=[CH:4][CH:5]=[CH:6][CH:7]=3)=[CH:10][C:11]2=[O:15])=[CH:29][C:30]=1[CH3:31])=[O:25])[C:17]1[CH:18]=[CH:19][CH:20]=[CH:21][CH:22]=1. The yield is 0.220. (5) The reactants are C(OCCOCCl)(=O)C.[CH:10]([O:13][P:14]([O:19]C(C)C)[O:15][CH:16]([CH3:18])[CH3:17])([CH3:12])[CH3:11]. No catalyst specified. The product is [PH:14](=[O:19])([O:15][CH:16]([CH3:18])[CH3:17])[O:13][CH:10]([CH3:12])[CH3:11]. The yield is 0.470.